Dataset: Reaction yield outcomes from USPTO patents with 853,638 reactions. Task: Predict the reaction yield, written as a fraction of the theoretical maximum amount of product (1.0 means a 100% yield; for example, 0.34 means a 34% yield). (1) The reactants are [F:1][C:2]1[CH:10]=[CH:9][CH:8]=[C:4]([C:5](O)=[O:6])[C:3]=1[C:11](O)=[O:12].COCCO[AlH2-]OCCOC.[Na+].[OH-].[Na+]. The catalyst is C1COCC1.C1(C)C=CC=CC=1.[Cl-].[Na+].O. The product is [F:1][C:2]1[CH:10]=[CH:9][CH:8]=[C:4]([CH2:5][OH:6])[C:3]=1[CH2:11][OH:12]. The yield is 0.910. (2) The reactants are [Si:1]([O:8][C@@H:9]1[C@H:13]([CH2:14][O:15][Si:16]([C:19]([CH3:22])([CH3:21])[CH3:20])([CH3:18])[CH3:17])[CH2:12][C@@H:11]([NH2:23])[CH2:10]1)([C:4]([CH3:7])([CH3:6])[CH3:5])([CH3:3])[CH3:2].[Cl:24][C:25]1[CH:30]=[C:29](Cl)[N:28]=[CH:27][N:26]=1.CCN(CC)CC. The catalyst is CCO. The product is [Si:1]([O:8][C@@H:9]1[C@H:13]([CH2:14][O:15][Si:16]([C:19]([CH3:22])([CH3:21])[CH3:20])([CH3:17])[CH3:18])[CH2:12][C@@H:11]([NH:23][C:29]2[CH:30]=[C:25]([Cl:24])[N:26]=[CH:27][N:28]=2)[CH2:10]1)([C:4]([CH3:7])([CH3:6])[CH3:5])([CH3:3])[CH3:2]. The yield is 0.570. (3) The reactants are [N:1]12[CH2:8][CH2:7][C:4]([C:9]([C:17]3[CH:22]=[CH:21][CH:20]=[CH:19][CH:18]=3)([C:11]3[CH:16]=[CH:15][CH:14]=[CH:13][CH:12]=3)[OH:10])([CH2:5][CH2:6]1)[CH2:3][CH2:2]2.[Br:23][CH2:24][CH2:25][CH3:26]. The yield is 0.751. The catalyst is CC#N. The product is [Br-:23].[OH:10][C:9]([C:17]1[CH:22]=[CH:21][CH:20]=[CH:19][CH:18]=1)([C:11]1[CH:12]=[CH:13][CH:14]=[CH:15][CH:16]=1)[C:4]12[CH2:5][CH2:6][N+:1]([CH2:24][CH2:25][CH3:26])([CH2:2][CH2:3]1)[CH2:8][CH2:7]2.